This data is from Reaction yield outcomes from USPTO patents with 853,638 reactions. The task is: Predict the reaction yield, written as a fraction of the theoretical maximum amount of product (1.0 means a 100% yield; for example, 0.34 means a 34% yield). (1) The reactants are [Br:1][C:2]1[C:7]2[CH2:8][CH2:9][N:10]([C:13](=[O:18])[C:14]([F:17])([F:16])[F:15])[CH2:11][CH2:12][C:6]=2[C:5]([OH:19])=[CH:4][CH:3]=1.N1C=CC=CC=1.[C:26](OC(=O)C)(=[O:28])[CH3:27]. The catalyst is CN(C1C=CN=CC=1)C. The product is [C:26]([O:19][C:5]1[C:6]2[CH2:12][CH2:11][N:10]([C:13](=[O:18])[C:14]([F:16])([F:17])[F:15])[CH2:9][CH2:8][C:7]=2[C:2]([Br:1])=[CH:3][CH:4]=1)(=[O:28])[CH3:27]. The yield is 0.840. (2) The reactants are [Cl:1][C:2]1[N:7]=[C:6]([N:8]2[CH2:13][CH2:12][O:11][CH2:10][CH2:9]2)[CH:5]=[C:4]([O:14][CH3:15])[C:3]=1[N+:16]([O-])=O. The catalyst is Cl. The product is [Cl:1][C:2]1[C:3]([NH2:16])=[C:4]([O:14][CH3:15])[CH:5]=[C:6]([N:8]2[CH2:9][CH2:10][O:11][CH2:12][CH2:13]2)[N:7]=1. The yield is 0.830.